From a dataset of NCI-60 drug combinations with 297,098 pairs across 59 cell lines. Regression. Given two drug SMILES strings and cell line genomic features, predict the synergy score measuring deviation from expected non-interaction effect. (1) Drug 1: CC1=C2C(C(=O)C3(C(CC4C(C3C(C(C2(C)C)(CC1OC(=O)C(C(C5=CC=CC=C5)NC(=O)OC(C)(C)C)O)O)OC(=O)C6=CC=CC=C6)(CO4)OC(=O)C)O)C)O. Drug 2: N.N.Cl[Pt+2]Cl. Cell line: SK-OV-3. Synergy scores: CSS=15.4, Synergy_ZIP=-2.49, Synergy_Bliss=2.63, Synergy_Loewe=-1.35, Synergy_HSA=-0.920. (2) Drug 1: CC1=C(C=C(C=C1)C(=O)NC2=CC(=CC(=C2)C(F)(F)F)N3C=C(N=C3)C)NC4=NC=CC(=N4)C5=CN=CC=C5. Drug 2: CC(C)CN1C=NC2=C1C3=CC=CC=C3N=C2N. Cell line: KM12. Synergy scores: CSS=-2.63, Synergy_ZIP=1.08, Synergy_Bliss=0.818, Synergy_Loewe=-7.19, Synergy_HSA=-6.74. (3) Drug 1: CC1=C2C(C(=O)C3(C(CC4C(C3C(C(C2(C)C)(CC1OC(=O)C(C(C5=CC=CC=C5)NC(=O)OC(C)(C)C)O)O)OC(=O)C6=CC=CC=C6)(CO4)OC(=O)C)OC)C)OC. Drug 2: CC=C1C(=O)NC(C(=O)OC2CC(=O)NC(C(=O)NC(CSSCCC=C2)C(=O)N1)C(C)C)C(C)C. Cell line: NCI-H460. Synergy scores: CSS=32.8, Synergy_ZIP=-8.90, Synergy_Bliss=-13.1, Synergy_Loewe=-13.5, Synergy_HSA=-10.1. (4) Drug 1: CN(CC1=CN=C2C(=N1)C(=NC(=N2)N)N)C3=CC=C(C=C3)C(=O)NC(CCC(=O)O)C(=O)O. Drug 2: CC1=CC=C(C=C1)C2=CC(=NN2C3=CC=C(C=C3)S(=O)(=O)N)C(F)(F)F. Cell line: SK-OV-3. Synergy scores: CSS=7.92, Synergy_ZIP=0.430, Synergy_Bliss=-1.92, Synergy_Loewe=-43.9, Synergy_HSA=-2.99. (5) Drug 1: CCC1=C2CN3C(=CC4=C(C3=O)COC(=O)C4(CC)O)C2=NC5=C1C=C(C=C5)O. Drug 2: CC1=C(C(=CC=C1)Cl)NC(=O)C2=CN=C(S2)NC3=CC(=NC(=N3)C)N4CCN(CC4)CCO. Cell line: UACC-257. Synergy scores: CSS=2.72, Synergy_ZIP=-4.02, Synergy_Bliss=-1.18, Synergy_Loewe=-5.07, Synergy_HSA=-1.42. (6) Drug 1: CC1=C(C=C(C=C1)NC2=NC=CC(=N2)N(C)C3=CC4=NN(C(=C4C=C3)C)C)S(=O)(=O)N.Cl. Drug 2: CC1C(C(CC(O1)OC2CC(CC3=C2C(=C4C(=C3O)C(=O)C5=C(C4=O)C(=CC=C5)OC)O)(C(=O)CO)O)N)O.Cl. Cell line: T-47D. Synergy scores: CSS=46.1, Synergy_ZIP=5.78, Synergy_Bliss=5.59, Synergy_Loewe=9.15, Synergy_HSA=11.4. (7) Drug 1: C1=CC(=CC=C1CCC2=CNC3=C2C(=O)NC(=N3)N)C(=O)NC(CCC(=O)O)C(=O)O. Drug 2: C1=CC(=CC=C1CC(C(=O)O)N)N(CCCl)CCCl.Cl. Cell line: HL-60(TB). Synergy scores: CSS=79.1, Synergy_ZIP=8.02, Synergy_Bliss=6.99, Synergy_Loewe=4.17, Synergy_HSA=7.33.